This data is from Forward reaction prediction with 1.9M reactions from USPTO patents (1976-2016). The task is: Predict the product of the given reaction. (1) Given the reactants [CH3:1][C:2]1([CH3:14])[C:6]([CH3:8])([CH3:7])[O:5][B:4]([C:9]2[CH:10]=[N:11][NH:12][CH:13]=2)[O:3]1.Br[CH2:16][CH2:17][O:18][CH3:19].[H-].[Na+], predict the reaction product. The product is: [CH3:19][O:18][CH2:17][CH2:16][N:12]1[CH:13]=[C:9]([B:4]2[O:5][C:6]([CH3:7])([CH3:8])[C:2]([CH3:14])([CH3:1])[O:3]2)[CH:10]=[N:11]1. (2) The product is: [NH2:21][C:20]1[CH:19]=[CH:18][C:24]([O:25][CH3:26])=[C:23]([CH2:15][C@H:9]([NH:8][C:6]([O:5][C:1]([CH3:4])([CH3:3])[CH3:2])=[O:7])[CH2:10][C:11]([O:13][CH3:14])=[O:12])[CH:22]=1. Given the reactants [C:1]([O:5][C:6]([NH:8][C@@H:9]([CH2:15]I)[CH2:10][C:11]([O:13][CH3:14])=[O:12])=[O:7])([CH3:4])([CH3:3])[CH3:2].I[C:18]1[CH:19]=[C:20]([CH:22]=[CH:23][C:24]=1[O:25][CH3:26])[NH2:21].C1(C)C=CC=CC=1P(C1C=CC=CC=1C)C1C=CC=CC=1C, predict the reaction product. (3) Given the reactants [C:1]([O:5][C:6](=[O:41])[CH2:7][O:8][C:9]1[C:14]2[CH2:15][CH2:16][CH2:17][CH2:18][CH:19]([NH:20][S:21]([C:24]3[CH:29]=[CH:28][C:27]([C:30]4[CH:35]=[C:34]([CH3:36])[CH:33]=[C:32]([C:37]([CH3:40])([CH3:39])[CH3:38])[CH:31]=4)=[CH:26][CH:25]=3)(=[O:23])=[O:22])[C:13]=2[CH:12]=[CH:11][CH:10]=1)([CH3:4])([CH3:3])[CH3:2].CI.[C:44]([O-])([O-])=O.[K+].[K+], predict the reaction product. The product is: [C:1]([O:5][C:6](=[O:41])[CH2:7][O:8][C:9]1[C:14]2[CH2:15][CH2:16][CH2:17][CH2:18][CH:19]([N:20]([S:21]([C:24]3[CH:25]=[CH:26][C:27]([C:30]4[CH:35]=[C:34]([CH3:36])[CH:33]=[C:32]([C:37]([CH3:40])([CH3:39])[CH3:38])[CH:31]=4)=[CH:28][CH:29]=3)(=[O:23])=[O:22])[CH3:44])[C:13]=2[CH:12]=[CH:11][CH:10]=1)([CH3:4])([CH3:3])[CH3:2].